Dataset: Reaction yield outcomes from USPTO patents with 853,638 reactions. Task: Predict the reaction yield, written as a fraction of the theoretical maximum amount of product (1.0 means a 100% yield; for example, 0.34 means a 34% yield). The reactants are CC[N:3]([CH:7]([CH3:9])[CH3:8])[CH:4]([CH3:6])[CH3:5].[N:10]1([C:16](Cl)=[O:17])[CH2:15][CH2:14][O:13][CH2:12][CH2:11]1. The catalyst is CN(C=O)C. The product is [CH3:9][C:7]1[CH:8]=[C:5]([CH2:4][N:3]([CH2:7][CH3:8])[C:16]([N:10]2[CH2:15][CH2:14][O:13][CH2:12][CH2:11]2)=[O:17])[CH:6]=[C:4]([CH3:5])[N:3]=1. The yield is 0.0400.